From a dataset of Catalyst prediction with 721,799 reactions and 888 catalyst types from USPTO. Predict which catalyst facilitates the given reaction. (1) Reactant: [O:1]1[C:10]2[C:5](=[N:6][C:7]([CH2:11][C:12]([O:14]C)=[O:13])=[CH:8][CH:9]=2)[O:4][CH2:3][CH2:2]1.[OH-].[Na+]. Product: [O:1]1[C:10]2[C:5](=[N:6][C:7]([CH2:11][C:12]([OH:14])=[O:13])=[CH:8][CH:9]=2)[O:4][CH2:3][CH2:2]1. The catalyst class is: 5. (2) Reactant: [CH3:1][Si:2]([C:5]#[CH:6])([CH3:4])[CH3:3].C([Li])CCC.[Cl-].[Ce+3].[Cl-].[Cl-].[N:16]1([CH2:21][C:22](=[O:24])[CH3:23])[CH:20]=[N:19][CH:18]=[N:17]1. Product: [CH3:23][C:22]([OH:24])([C:6]#[C:5][Si:2]([CH3:4])([CH3:3])[CH3:1])[CH2:21][N:16]1[CH:20]=[N:19][CH:18]=[N:17]1. The catalyst class is: 1. (3) Reactant: Cl.[O:2]=[C:3]1[CH2:7][NH:6][C@H:5]([C:8]([O:10][CH3:11])=[O:9])[CH2:4]1.C(=O)(O)[O-].[K+].[CH2:17]([O:24][C:25](Cl)=[O:26])[C:18]1[CH:23]=[CH:22][CH:21]=[CH:20][CH:19]=1. Product: [O:2]=[C:3]1[CH2:7][N:6]([C:25]([O:24][CH2:17][C:18]2[CH:23]=[CH:22][CH:21]=[CH:20][CH:19]=2)=[O:26])[C@H:5]([C:8]([O:10][CH3:11])=[O:9])[CH2:4]1. The catalyst class is: 12.